From a dataset of Reaction yield outcomes from USPTO patents with 853,638 reactions. Predict the reaction yield, written as a fraction of the theoretical maximum amount of product (1.0 means a 100% yield; for example, 0.34 means a 34% yield). (1) The reactants are CC1(C)C(C)(C)OB([C:9]2[CH2:14][CH2:13][N:12]([C:15]([O:17][C:18]([CH3:21])([CH3:20])[CH3:19])=[O:16])[CH2:11][CH:10]=2)O1.O1CCOCC1.C([O-])([O-])=O.[Na+].[Na+].Br[C:36]1[CH:43]=[CH:42][C:39]([C:40]#[N:41])=[CH:38][CH:37]=1. The catalyst is C1C=CC(P(C2C=CC=CC=2)[C-]2C=CC=C2)=CC=1.C1C=CC(P(C2C=CC=CC=2)[C-]2C=CC=C2)=CC=1.Cl[Pd]Cl.[Fe+2].C(Cl)Cl.O. The product is [C:40]([C:39]1[CH:42]=[CH:43][C:36]([C:9]2[CH2:14][CH2:13][N:12]([C:15]([O:17][C:18]([CH3:19])([CH3:20])[CH3:21])=[O:16])[CH2:11][CH:10]=2)=[CH:37][CH:38]=1)#[N:41]. The yield is 0.848. (2) The reactants are [OH:1][CH:2]([C:11]1[CH:16]=[CH:15][C:14]([C:17]2[N:21]=[C:20]([C:22]3[O:26][N:25]=[C:24]([C:27]4[CH:32]=[CH:31][CH:30]=[CH:29][CH:28]=4)[C:23]=3[C:33]([F:36])([F:35])[F:34])[O:19][N:18]=2)=[CH:13][CH:12]=1)[C:3]([NH:5][CH2:6][CH2:7]C(O)=O)=[O:4].Cl.CNC.CN1CCOCC1.CN(C(ON1N=NC2C=CC=NC1=2)=[N+](C)C)C.F[P-](F)(F)(F)(F)F.[CH3:72][N:73]([CH:75]=[O:76])[CH3:74]. No catalyst specified. The product is [OH:1][CH:2]([C:11]1[CH:12]=[CH:13][C:14]([C:17]2[N:21]=[C:20]([C:22]3[O:26][N:25]=[C:24]([C:27]4[CH:28]=[CH:29][CH:30]=[CH:31][CH:32]=4)[C:23]=3[C:33]([F:34])([F:35])[F:36])[O:19][N:18]=2)=[CH:15][CH:16]=1)[C:3]([NH:5][CH2:6][CH2:7][C:75]([N:73]([CH3:74])[CH3:72])=[O:76])=[O:4]. The yield is 0.364.